From a dataset of Reaction yield outcomes from USPTO patents with 853,638 reactions. Predict the reaction yield, written as a fraction of the theoretical maximum amount of product (1.0 means a 100% yield; for example, 0.34 means a 34% yield). (1) The reactants are [Br:1][C:2]1[CH:7]=[C:6]([CH2:8][Br:9])[CH:5]=[CH:4][C:3]=1[CH2:10][OH:11]. The catalyst is CCO.CCOC(C)=O.O=[Mn]=O. The product is [Br:9][CH2:8][C:6]1[CH:5]=[CH:4][C:3]([CH:10]=[O:11])=[C:2]([Br:1])[CH:7]=1. The yield is 0.800. (2) The reactants are N1([C:7]2[CH:17]=[CH:16][C:10]3[CH:11]=[CH:12][CH:13]=[CH:14][NH:15][C:9]=3[CH:8]=2)CCOCC1.[OH-].[Na+]. The catalyst is CO. The product is [N:15]1[CH2:14][CH:13]=[CH:12][CH:11]=[C:10]2[CH:16]=[CH:17][CH:7]=[CH:8][C:9]=12. The yield is 0.890. (3) The reactants are C(O[CH:5]=[CH2:6])(=O)C.BrBr.O=[C:10]([CH3:17])[CH2:11][C:12]([O:14][CH2:15][CH3:16])=[O:13].[NH3:18]. The catalyst is O. The product is [CH3:17][C:10]1[NH:18][CH:5]=[CH:6][C:11]=1[C:12]([O:14][CH2:15][CH3:16])=[O:13]. The yield is 0.350. (4) The reactants are [Cl-].O[NH3+:3].[C:4](=[O:7])([O-])[OH:5].[Na+].CS(C)=O.[CH2:13]([C:17]1[N:18]=[C:19]([CH3:46])[N:20]([C:39]2[CH:44]=[CH:43][CH:42]=[C:41]([CH3:45])[CH:40]=2)[C:21](=[O:38])[C:22]=1[CH2:23][C:24]1[CH:29]=[CH:28][C:27]([C:30]2[C:31]([C:36]#[N:37])=[CH:32][CH:33]=[CH:34][CH:35]=2)=[CH:26][CH:25]=1)[CH2:14][CH2:15][CH3:16]. The catalyst is O.C(OCC)(=O)C. The product is [CH2:13]([C:17]1[N:18]=[C:19]([CH3:46])[N:20]([C:39]2[CH:44]=[CH:43][CH:42]=[C:41]([CH3:45])[CH:40]=2)[C:21](=[O:38])[C:22]=1[CH2:23][C:24]1[CH:25]=[CH:26][C:27]([C:30]2[CH:35]=[CH:34][CH:33]=[CH:32][C:31]=2[C:36]2[NH:3][C:4](=[O:7])[O:5][N:37]=2)=[CH:28][CH:29]=1)[CH2:14][CH2:15][CH3:16]. The yield is 0.600. (5) The reactants are [C:1](OC(=O)C)(=O)C.Cl.C[O:10][C:11]1[C:16]([NH:17][C:18]2[N:26]=[C:25]3[C:21]([NH:22][C:23](=[O:40])[N:24]3[C@H:27]3[CH2:32][CH2:31][CH2:30][N:29]([C:33](OC(C)(C)C)=[O:34])[CH2:28]3)=[CH:20][N:19]=2)=[CH:15][CH:14]=[CH:13][N:12]=1. The catalyst is CN(C=O)C.ClCCl. The product is [C:33]([N:29]1[CH2:30][CH2:31][CH2:32][C@H:27]([N:24]2[C:23](=[O:40])[NH:22][C:21]3[C:25]2=[N:26][C:18]([NH:17][C:16]2[C:11](=[O:10])[NH:12][CH:13]=[CH:14][CH:15]=2)=[N:19][CH:20]=3)[CH2:28]1)(=[O:34])[CH3:1]. The yield is 0.180. (6) The reactants are Br[CH2:2][C:3]([C:5]1[CH:10]=[CH:9][C:8]([NH:11][C:12](=[O:14])[CH3:13])=[CH:7][CH:6]=1)=[O:4].C(N(CC)CC)C.[Cl:22][C:23]1[CH:28]=[C:27]([Cl:29])[CH:26]=[CH:25][C:24]=1[CH2:30][NH:31][CH3:32]. The catalyst is O1CCOCC1. The product is [Cl:22][C:23]1[CH:28]=[C:27]([Cl:29])[CH:26]=[CH:25][C:24]=1[CH2:30][N:31]([CH3:32])[CH2:2][C:3]([C:5]1[CH:10]=[CH:9][C:8]([NH:11][C:12](=[O:14])[CH3:13])=[CH:7][CH:6]=1)=[O:4]. The yield is 0.840.